From a dataset of Orexin1 receptor HTS with 218,158 compounds and 233 confirmed actives. Binary Classification. Given a drug SMILES string, predict its activity (active/inactive) in a high-throughput screening assay against a specified biological target. (1) The molecule is O=C(N1CCN(CC1)c1ccc(NC(=O)c2c(OC)cccc2OC)cc1)c1occc1. The result is 0 (inactive). (2) The compound is O(c1cc(/C=C(\c2[nH]c3c(n2)ccc(c3)C)C#N)c([N+]([O-])=O)cc1OC)C. The result is 0 (inactive). (3) The drug is O(Cc1c(OC)ccc(c1)C(=O)C)C(=O)c1cc([N+]([O-])=O)c(N)cc1. The result is 0 (inactive). (4) The molecule is S(c1n2c(=NC(C2=O)CC(=O)NCc2ccccc2)c2c(n1)cccc2)CC(=O)NCCCOC. The result is 0 (inactive). (5) The molecule is O=c1n(nc(c2c1nn(c2C)c1ccccc1)C)CCCC(=O)Nc1cc(CC)ccc1. The result is 0 (inactive). (6) The molecule is Brc1cc(F)c(NC(=O)CN2C(=O)C3(NC2=O)CCOc2c3cccc2)cc1. The result is 0 (inactive).